The task is: Predict the product of the given reaction.. This data is from Forward reaction prediction with 1.9M reactions from USPTO patents (1976-2016). (1) Given the reactants [Cl:1][C:2]1[CH:3]=[C:4](B(O)O)[CH:5]=[CH:6][C:7]=1[Cl:8].Br[C:13]1[O:17][C:16]([CH:18]=[O:19])=[CH:15][CH:14]=1.C1(P(C2C=CC=CC=2)C2C=CC=CC=2)C=CC=CC=1.C(=O)(O)[O-].[Na+], predict the reaction product. The product is: [Cl:1][C:2]1[CH:3]=[C:4]([C:13]2[O:17][C:16]([CH:18]=[O:19])=[CH:15][CH:14]=2)[CH:5]=[CH:6][C:7]=1[Cl:8]. (2) Given the reactants [Cl:1][C:2]1[CH:7]=[CH:6][C:5]([N:8]2[C:12]([CH3:13])=[C:11]([C:14]([NH:16][C:17]3[CH:18]=[N:19][C:20]([N:25]4[CH2:34][CH2:33][C:28]5(OCC[O:29]5)[CH2:27][CH2:26]4)=[C:21]([C:23]#[N:24])[CH:22]=3)=[O:15])[CH:10]=[N:9]2)=[CH:4][CH:3]=1.C(O)(=O)C.Cl.[OH-].[Na+], predict the reaction product. The product is: [Cl:1][C:2]1[CH:7]=[CH:6][C:5]([N:8]2[C:12]([CH3:13])=[C:11]([C:14]([NH:16][C:17]3[CH:18]=[N:19][C:20]([N:25]4[CH2:34][CH2:33][C:28](=[O:29])[CH2:27][CH2:26]4)=[C:21]([C:23]#[N:24])[CH:22]=3)=[O:15])[CH:10]=[N:9]2)=[CH:4][CH:3]=1. (3) Given the reactants C1N=CN([C:6]([N:8]2[CH:12]=N[CH:10]=[CH:9]2)=[O:7])C=1.[NH2:13][C@@H:14]([CH2:25][CH:26]1[CH2:31][CH2:30][CH2:29][CH2:28][CH2:27]1)[CH2:15][N:16]([CH3:24])[C:17](=[O:23])[O:18][C:19]([CH3:22])([CH3:21])[CH3:20].CCN(C(C)C)C(C)C.[Cl:41][C:42]1[CH:43]=[C:44]([CH:48]([O:53][CH2:54][CH2:55][NH:56][C:57](=[O:60])[O:58][CH3:59])CCNC)[CH:45]=[CH:46][CH:47]=1, predict the reaction product. The product is: [CH3:59][O:58][C:57]([NH:56][CH2:55][CH2:54][O:53][CH:48]([C:44]1[CH:45]=[CH:46][CH:47]=[C:42]([Cl:41])[CH:43]=1)[CH2:10][CH2:9][N:8]([CH3:12])[C:6](=[O:7])[NH:13][C@@H:14]([CH2:25][CH:26]1[CH2:27][CH2:28][CH2:29][CH2:30][CH2:31]1)[CH2:15][N:16]([CH3:24])[C:17](=[O:23])[O:18][C:19]([CH3:21])([CH3:22])[CH3:20])=[O:60]. (4) Given the reactants ClP(C(C)(C)C)C(C)(C)C.Br[C:12]1[C:17]2=[CH:18][CH:19]=[C:20]3[C:29]([CH:28]=[C:27]4[C:22]([CH:23]=[CH:24][CH:25]=[CH:26]4)=[CH:21]3)=[C:16]2[CH:15]=[CH:14][CH:13]=1.[CH3:30][C:31]1[CH:32]=[C:33]([NH:37][C:38]2[CH:43]=[CH:42][CH:41]=[C:40]([CH3:44])[CH:39]=2)[CH:34]=[CH:35][CH:36]=1.CC(C)([O-])C.[Na+], predict the reaction product. The product is: [CH3:44][C:40]1[CH:39]=[C:38]([N:37]([C:33]2[CH:34]=[CH:35][CH:36]=[C:31]([CH3:30])[CH:32]=2)[C:12]2[C:17]3=[CH:18][CH:19]=[C:20]4[C:29]([CH:28]=[C:27]5[C:22]([CH:23]=[CH:24][CH:25]=[CH:26]5)=[CH:21]4)=[C:16]3[CH:15]=[CH:14][CH:13]=2)[CH:43]=[CH:42][CH:41]=1. (5) Given the reactants Cl[CH2:2][C:3]1([CH3:9])[CH2:7][O:6][C:5](=[O:8])[NH:4]1.[CH2:10]([SH:13])[CH2:11][SH:12].C(N(CC)CC)C, predict the reaction product. The product is: [SH:12][CH2:11][CH2:10][S:13][CH2:2][C:3]1([CH3:9])[CH2:7][O:6][C:5](=[O:8])[NH:4]1. (6) Given the reactants [NH2:1][C:2]1[CH:10]=[C:9]([F:11])[C:8]([F:12])=[CH:7][C:3]=1[C:4]([OH:6])=O.[OH-].[NH4+:14].[OH-].[Na+].Cl.C(O[C:22](=O)[CH3:23])(=O)C, predict the reaction product. The product is: [F:12][C:8]1[CH:7]=[C:3]2[C:2](=[CH:10][C:9]=1[F:11])[N:1]=[C:22]([CH3:23])[NH:14][C:4]2=[O:6]. (7) The product is: [F:21][C:18]1[CH:17]=[CH:16][C:15]([C:13]2[O:14][C:10]3[CH:9]=[C:8]([N+:35]([O-:37])=[O:36])[C:7]([C:49]4[CH:50]=[CH:51][C:42]([O:41][CH3:40])=[C:43]([CH:48]=4)[C:44]([O:46][CH3:47])=[O:45])=[CH:34][C:11]=3[C:12]=2[C:22]2[NH:26][CH:25]=[CH:24][N:23]=2)=[CH:20][CH:19]=1. Given the reactants FC(F)(F)S(O[C:7]1[C:8]([N+:35]([O-:37])=[O:36])=[CH:9][C:10]2[O:14][C:13]([C:15]3[CH:20]=[CH:19][C:18]([F:21])=[CH:17][CH:16]=3)=[C:12]([C:22]3[N:23](S(C(F)(F)F)(=O)=O)[CH:24]=[CH:25][N:26]=3)[C:11]=2[CH:34]=1)(=O)=O.[CH3:40][O:41][C:42]1[CH:51]=[CH:50][C:49](B2OC(C)(C)C(C)(C)O2)=[CH:48][C:43]=1[C:44]([O:46][CH3:47])=[O:45].P([O-])([O-])([O-])=O.O, predict the reaction product.